Dataset: Reaction yield outcomes from USPTO patents with 853,638 reactions. Task: Predict the reaction yield, written as a fraction of the theoretical maximum amount of product (1.0 means a 100% yield; for example, 0.34 means a 34% yield). (1) The reactants are [NH2:1][C:2]1[CH:13]=[CH:12][C:5]2[C:6](=O)[NH:7][S:8](=[O:10])(=[O:9])[C:4]=2[CH:3]=1.C([O-])(O)=O.[Na+].CCOC(C)=O. The catalyst is Cl.CO.[Zn]. The product is [O:9]=[S:8]1(=[O:10])[C:4]2[CH:3]=[C:2]([NH2:1])[CH:13]=[CH:12][C:5]=2[CH2:6][NH:7]1. The yield is 0.880. (2) The yield is 0.870. The reactants are [Cl:1][C:2]1[CH:7]=[CH:6][C:5]([N:8]([C:38]([CH:40]2[CH2:42][CH2:41]2)=[O:39])[C@H:9]2[C:18]3[C:13](=[CH:14][CH:15]=[CH:16][CH:17]=3)[N:12]([C:19]([C:21]3[CH:36]=[CH:35][C:24]([O:25][CH2:26][CH2:27][C:28]([CH3:34])([CH3:33])[C:29]([O:31]C)=[O:30])=[CH:23][CH:22]=3)=[O:20])[C@@H:11]([CH3:37])[CH2:10]2)=[CH:4][CH:3]=1.[OH-].[Na+]. The catalyst is CO.O1CCCC1.O. The product is [Cl:1][C:2]1[CH:3]=[CH:4][C:5]([N:8]([C:38]([CH:40]2[CH2:41][CH2:42]2)=[O:39])[C@H:9]2[C:18]3[C:13](=[CH:14][CH:15]=[CH:16][CH:17]=3)[N:12]([C:19]([C:21]3[CH:22]=[CH:23][C:24]([O:25][CH2:26][CH2:27][C:28]([CH3:33])([CH3:34])[C:29]([OH:31])=[O:30])=[CH:35][CH:36]=3)=[O:20])[C@@H:11]([CH3:37])[CH2:10]2)=[CH:6][CH:7]=1. (3) The reactants are C(OC([NH:11][CH:12]1[N:18]=[C:17]([C:19]2[CH:24]=[CH:23][CH:22]=[CH:21][CH:20]=2)[C:16]2[CH:25]=[CH:26][CH:27]=[CH:28][C:15]=2[N:14]([CH2:29][CH2:30][CH2:31][C:32]([F:35])([F:34])[F:33])[C:13]1=[O:36])=O)C1C=CC=CC=1. The catalyst is C(Cl)Cl. The product is [NH2:11][CH:12]1[N:18]=[C:17]([C:19]2[CH:20]=[CH:21][CH:22]=[CH:23][CH:24]=2)[C:16]2[CH:25]=[CH:26][CH:27]=[CH:28][C:15]=2[N:14]([CH2:29][CH2:30][CH2:31][C:32]([F:34])([F:33])[F:35])[C:13]1=[O:36]. The yield is 1.00. (4) The reactants are [CH3:1][O:2][C:3]([NH:5][C@H:6]([C:10]([N:12]1[CH:26]([C:27]([O:29]CC)=[O:28])[CH2:25][C:14]2([CH2:17][N:16]([C:18]([O:20][C:21]([CH3:24])([CH3:23])[CH3:22])=[O:19])[CH2:15]2)[CH2:13]1)=[O:11])[CH:7]([CH3:9])[CH3:8])=[O:4].O.[OH-].[Li+].Cl. The catalyst is C1COCC1.O.CO. The product is [CH3:24][C:21]([O:20][C:18]([N:16]1[CH2:15][C:14]2([CH2:25][CH:26]([C:27]([OH:29])=[O:28])[N:12]([C:10](=[O:11])[C@H:6]([CH:7]([CH3:8])[CH3:9])[NH:5][C:3]([O:2][CH3:1])=[O:4])[CH2:13]2)[CH2:17]1)=[O:19])([CH3:22])[CH3:23]. The yield is 0.760. (5) The reactants are [CH:1]1([CH2:4][O:5][C:6]2[N:11]=[C:10]([C:12]([OH:14])=O)[CH:9]=[CH:8][C:7]=2[N:15]2[CH2:18][C:17]([F:20])([F:19])[CH2:16]2)[CH2:3][CH2:2]1.Cl.[OH:22][C:23]1([CH3:31])[CH2:27][NH:26][C@H:25]([C:28]([NH2:30])=[O:29])[CH2:24]1. No catalyst specified. The product is [CH:1]1([CH2:4][O:5][C:6]2[N:11]=[C:10]([C:12]([N:26]3[CH2:27][C:23]([OH:22])([CH3:31])[CH2:24][C@H:25]3[C:28]([NH2:30])=[O:29])=[O:14])[CH:9]=[CH:8][C:7]=2[N:15]2[CH2:18][C:17]([F:20])([F:19])[CH2:16]2)[CH2:2][CH2:3]1. The yield is 0.760. (6) The reactants are [F:1][C:2]1([F:30])[CH2:7][CH2:6][CH2:5][CH:4]([C@@H:8]2[CH2:13][C@H:12]([C:14]3[CH:19]=[CH:18][CH:17]=[CH:16][CH:15]=3)[CH2:11][CH2:10][N:9]2C(OCC2C=CC=CC=2)=O)[CH2:3]1.[H-].[Na+].N1C=CN=C1.C(=S)=S.IC.CC(N=NC(C#N)(C)C)(C#N)C.CCCC[SnH](CCCC)CCCC. The catalyst is C1COCC1.C1(C)C=CC=CC=1.O. The product is [F:30][C:2]1([F:1])[CH2:7][CH2:6][CH2:5][CH:4]([C@@H:8]2[CH2:13][C@H:12]([C:14]3[CH:15]=[CH:16][CH:17]=[CH:18][CH:19]=3)[CH2:11][CH2:10][NH:9]2)[CH2:3]1. The yield is 0.530. (7) The reactants are [Br:1][C:2]1[CH:3]=[C:4]([C:8]([C:13]([O:15][C:16]([CH3:19])([CH3:18])[CH3:17])=[O:14])([CH3:12])[C:9]([OH:11])=[O:10])[CH:5]=[CH:6][CH:7]=1.[C:20]1(C)C=CC=CC=1.[Si](C=[N+]=[N-])(C)(C)C. The catalyst is CO. The product is [Br:1][C:2]1[CH:3]=[C:4]([C:8]([C:13]([O:15][C:16]([CH3:19])([CH3:18])[CH3:17])=[O:14])([CH3:12])[C:9]([O:11][CH3:20])=[O:10])[CH:5]=[CH:6][CH:7]=1. The yield is 1.00.